Task: Predict the product of the given reaction.. Dataset: Forward reaction prediction with 1.9M reactions from USPTO patents (1976-2016) Given the reactants [CH3:1][O:2][C:3](=[O:22])[CH2:4][CH:5]1[CH2:10][NH:9][C:8]2[CH:11]=[C:12]([C:15]([O:17]C(C)(C)C)=[O:16])[CH:13]=[CH:14][C:7]=2[O:6]1.[C:23]1(C)[CH:28]=[CH:27][CH:26]=[CH:25][CH:24]=1.C1(C)C=CC(S(O)(=O)=O)=CC=1, predict the reaction product. The product is: [CH3:1][O:2][C:3](=[O:22])[CH2:4][CH:5]1[CH2:10][N:9]([C:23]2[CH:28]=[CH:27][CH:26]=[CH:25][CH:24]=2)[C:8]2[CH:11]=[C:12]([C:15]([OH:17])=[O:16])[CH:13]=[CH:14][C:7]=2[O:6]1.